This data is from Reaction yield outcomes from USPTO patents with 853,638 reactions. The task is: Predict the reaction yield, written as a fraction of the theoretical maximum amount of product (1.0 means a 100% yield; for example, 0.34 means a 34% yield). (1) The reactants are [Br:1][C:2]1[CH:7]=[CH:6][C:5]([C:8]2[NH:9][CH:10]=[C:11]([C:13]3[CH:18]=[CH:17][C:16]([Cl:19])=[CH:15][C:14]=3[Cl:20])[N:12]=2)=[CH:4][CH:3]=1.[CH3:21][O:22][C:23]([C:25]1[CH:30]=[CH:29][C:28]([CH2:31]Br)=[CH:27][CH:26]=1)=[O:24]. No catalyst specified. The product is [CH3:21][O:22][C:23](=[O:24])[C:25]1[CH:30]=[CH:29][C:28]([CH2:31][N:9]2[CH:10]=[C:11]([C:13]3[CH:18]=[CH:17][C:16]([Cl:19])=[CH:15][C:14]=3[Cl:20])[N:12]=[C:8]2[C:5]2[CH:4]=[CH:3][C:2]([Br:1])=[CH:7][CH:6]=2)=[CH:27][CH:26]=1. The yield is 0.620. (2) The reactants are Br[CH2:2][C:3]1[NH:8][C:7]([C:9]2[S:10][CH:11]=[CH:12][N:13]=2)=[N:6][CH:5]([C:14]2[CH:19]=[CH:18][C:17]([Cl:20])=[CH:16][C:15]=2[Cl:21])[C:4]=1[C:22]([O:24][CH2:25][CH3:26])=[O:23].[NH:27]1[CH2:32][CH2:31][O:30][C@H:29]([CH2:33][OH:34])[CH2:28]1. No catalyst specified. The product is [Cl:21][C:15]1[CH:16]=[C:17]([Cl:20])[CH:18]=[CH:19][C:14]=1[CH:5]1[C:4]([C:22]([O:24][CH2:25][CH3:26])=[O:23])=[C:3]([CH2:2][N:27]2[CH2:32][CH2:31][O:30][C@H:29]([CH2:33][OH:34])[CH2:28]2)[NH:8][C:7]([C:9]2[S:10][CH:11]=[CH:12][N:13]=2)=[N:6]1. The yield is 0.330. (3) The reactants are I(O)(O)(O)(O)(O)=[O:2].[OH:8][C@@H:9]1[C@H:25]2[C@@H:16]([CH2:17][CH2:18][C:19]3[C@:24]2([CH3:26])[CH2:23][CH2:22][C:21](=[O:27])[CH:20]=3)[C@H:15]2[C@@:11]([CH3:33])([C@@:12]([OH:32])([C:28](=[O:31])CO)[CH2:13][CH2:14]2)[CH2:10]1. The catalyst is O.C1COCC1.[OH-].[Na+]. The product is [OH:8][C@@H:9]1[C@H:25]2[C@@H:16]([CH2:17][CH2:18][C:19]3[C@:24]2([CH3:26])[CH2:23][CH2:22][C:21](=[O:27])[CH:20]=3)[C@H:15]2[C@@:11]([CH3:33])([C@@:12]([OH:32])([C:28]([OH:2])=[O:31])[CH2:13][CH2:14]2)[CH2:10]1. The yield is 0.950. (4) The reactants are [C:1]([CH2:3][C:4]([N:6]1[CH2:11][CH2:10][CH:9]([CH2:12][NH:13][C:14]2[N:19]3[CH:20]=[CH:21][N:22]=[C:18]3[C:17]([C:23]([NH2:25])=[O:24])=[C:16]([NH:26][C:27]3[CH:32]=[C:31]([O:33][CH3:34])[CH:30]=[C:29]([O:35][CH3:36])[CH:28]=3)[N:15]=2)[CH2:8][CH2:7]1)=[O:5])#[N:2].[CH:37]1([CH:40]=O)[CH2:39][CH2:38]1.C(O)(=O)C.N1CCCCC1. The catalyst is CCO. The product is [C:1]([C:3](=[CH:40][CH:37]1[CH2:39][CH2:38]1)[C:4]([N:6]1[CH2:7][CH2:8][CH:9]([CH2:12][NH:13][C:14]2[N:19]3[CH:20]=[CH:21][N:22]=[C:18]3[C:17]([C:23]([NH2:25])=[O:24])=[C:16]([NH:26][C:27]3[CH:28]=[C:29]([O:35][CH3:36])[CH:30]=[C:31]([O:33][CH3:34])[CH:32]=3)[N:15]=2)[CH2:10][CH2:11]1)=[O:5])#[N:2]. The yield is 0.0320. (5) The reactants are [CH:1]1[C:10]2[C:5](=[CH:6][CH:7]=[CH:8][CH:9]=2)[CH:4]=[CH:3][C:2]=1[CH:11]=[CH:12][C:13]([OH:15])=O.C(Cl)(=O)C(Cl)=O.[CH3:22][N:23]([CH3:39])[CH:24]1[CH2:28][CH2:27][N:26]([C:29]2[S:30][C:31]3[CH:37]=[C:36]([NH2:38])[CH:35]=[CH:34][C:32]=3[N:33]=2)[CH2:25]1. No catalyst specified. The product is [CH3:22][N:23]([CH3:39])[CH:24]1[CH2:28][CH2:27][N:26]([C:29]2[S:30][C:31]3[CH:37]=[C:36]([NH:38][C:13](=[O:15])[CH:12]=[CH:11][C:2]4[CH:3]=[CH:4][C:5]5[C:10](=[CH:9][CH:8]=[CH:7][CH:6]=5)[CH:1]=4)[CH:35]=[CH:34][C:32]=3[N:33]=2)[CH2:25]1. The yield is 0.960. (6) The reactants are Br[C:2]1[CH:3]=[C:4]2[C:8](=[C:9]([C:11]([NH2:13])=[O:12])[CH:10]=1)[NH:7][CH:6]=[C:5]2[CH:14]1[CH2:19][CH2:18][N:17]([S:20]([CH2:23][CH3:24])(=[O:22])=[O:21])[CH2:16][CH2:15]1.CC1(C)C(C)(C)OB([C:33]2[CH:34]=[C:35]([CH2:39][NH:40][CH2:41][CH2:42][C:43]#[N:44])[CH:36]=[N:37][CH:38]=2)O1.O1CCOCC1.C(=O)([O-])[O-].[K+].[K+]. The yield is 0.174. The product is [C:43]([CH2:42][CH2:41][NH:40][CH2:39][C:35]1[CH:34]=[C:33]([C:2]2[CH:3]=[C:4]3[C:8](=[C:9]([C:11]([NH2:13])=[O:12])[CH:10]=2)[NH:7][CH:6]=[C:5]3[CH:14]2[CH2:15][CH2:16][N:17]([S:20]([CH2:23][CH3:24])(=[O:22])=[O:21])[CH2:18][CH2:19]2)[CH:38]=[N:37][CH:36]=1)#[N:44]. The catalyst is O.CO. (7) The reactants are [Cl:1][C:2]1[CH:7]=[CH:6][C:5]([C@@H:8]2[CH2:12][N:11]([C:13]3[CH:18]=[CH:17][CH2:16][NH:15][N:14]=3)[CH2:10][C@H:9]2[C:19]([O:21]C)=[O:20])=[CH:4][CH:3]=1.ClC1C=CC([C@@H]2CN(C3C=CCNN=3)C[C@H]2C([O-])=O)=CC=1. No catalyst specified. The product is [Cl:1][C:2]1[CH:7]=[CH:6][C:5]([C@@H:8]2[CH2:12][N:11]([C:13]3[CH:18]=[CH:17][CH2:16][NH:15][N:14]=3)[CH2:10][C@H:9]2[C:19]([OH:21])=[O:20])=[CH:4][CH:3]=1. The yield is 0.700.